From a dataset of Catalyst prediction with 721,799 reactions and 888 catalyst types from USPTO. Predict which catalyst facilitates the given reaction. (1) Reactant: CCN(C(C)C)C(C)C.[CH2:10]([O:12][C:13]([C:15]1[C:19]2[CH:20]=[C:21]([C:30]3[CH:31]=[C:32]([CH:36]=[CH:37][CH:38]=3)[C:33]([OH:35])=O)[C:22]([N:24]([CH3:29])[S:25]([CH3:28])(=[O:27])=[O:26])=[CH:23][C:18]=2[O:17][C:16]=1[C:39]1[CH:44]=[CH:43][C:42]([F:45])=[CH:41][CH:40]=1)=[O:14])[CH3:11].[C:46]1([C:52]([NH2:55])([CH3:54])[CH3:53])[CH:51]=[CH:50][CH:49]=[CH:48][CH:47]=1.CN(C(ON1N=NC2C=CC=NC1=2)=[N+](C)C)C.F[P-](F)(F)(F)(F)F. Product: [F:45][C:42]1[CH:41]=[CH:40][C:39]([C:16]2[O:17][C:18]3[CH:23]=[C:22]([N:24]([CH3:29])[S:25]([CH3:28])(=[O:27])=[O:26])[C:21]([C:30]4[CH:38]=[CH:37][CH:36]=[C:32]([C:33](=[O:35])[NH:55][C:52]([C:46]5[CH:51]=[CH:50][CH:49]=[CH:48][CH:47]=5)([CH3:54])[CH3:53])[CH:31]=4)=[CH:20][C:19]=3[C:15]=2[C:13]([O:12][CH2:10][CH3:11])=[O:14])=[CH:44][CH:43]=1. The catalyst class is: 31. (2) The catalyst class is: 3. Product: [CH3:2][CH:3]([CH3:10])[N:4]=[C:5]=[N:6][CH:7]([CH3:9])[CH3:8].[CH3:11][C:12]([C@:14]1([O:37][C:38]([CH3:40])=[O:39])[C@@:18]2([CH3:36])[CH2:19][CH2:20][C@@H:21]3[C@@:26]4([CH3:33])[CH2:27][CH2:28][C:29]([O:31][CH3:32])=[CH:30][C:25]4=[C:24]([CH:34]=[O:35])[CH2:23][C@H:22]3[C@@H:17]2[CH2:16][CH2:15]1)=[O:13]. Reactant: Cl.[CH3:2][CH:3]([CH3:10])[N:4]=[C:5]=[N:6][CH:7]([CH3:9])[CH3:8].[CH3:11][C:12]([C@:14]1([O:37][C:38]([CH3:40])=[O:39])[C@@:18]2([CH3:36])[CH2:19][CH2:20][C@@H:21]3[C@@:26]4([CH3:33])[CH2:27][CH2:28][C:29]([O:31][CH3:32])=[CH:30][C:25]4=[C:24]([CH:34]=[O:35])[CH2:23][C@H:22]3[C@@H:17]2[CH2:16][CH2:15]1)=[O:13].O. (3) Reactant: [Cl:1][C:2]1[CH:35]=[CH:34][CH:33]=[CH:32][C:3]=1[O:4][C:5]1[CH2:9][N:8]([C@@H:10]([CH2:27][CH2:28][O:29][CH3:30])[C:11]([NH:13][C:14]2[CH:18]=[CH:17][N:16]([CH2:19][C@@H:20]3[CH2:24][O:23]C(C)(C)[O:21]3)[N:15]=2)=[O:12])[C:7](=[O:31])[CH:6]=1.O.C1(C)C=CC(S(O)(=O)=O)=CC=1. Product: [Cl:1][C:2]1[CH:35]=[CH:34][CH:33]=[CH:32][C:3]=1[O:4][C:5]1[CH2:9][N:8]([C@@H:10]([CH2:27][CH2:28][O:29][CH3:30])[C:11]([NH:13][C:14]2[CH:18]=[CH:17][N:16]([CH2:19][C@@H:20]([OH:21])[CH2:24][OH:23])[N:15]=2)=[O:12])[C:7](=[O:31])[CH:6]=1. The catalyst class is: 5.